From a dataset of NCI-60 drug combinations with 297,098 pairs across 59 cell lines. Regression. Given two drug SMILES strings and cell line genomic features, predict the synergy score measuring deviation from expected non-interaction effect. Drug 1: COC1=CC(=CC(=C1O)OC)C2C3C(COC3=O)C(C4=CC5=C(C=C24)OCO5)OC6C(C(C7C(O6)COC(O7)C8=CC=CS8)O)O. Drug 2: CCC1=C2CN3C(=CC4=C(C3=O)COC(=O)C4(CC)O)C2=NC5=C1C=C(C=C5)O. Cell line: OVCAR-5. Synergy scores: CSS=21.5, Synergy_ZIP=-9.40, Synergy_Bliss=-2.78, Synergy_Loewe=-3.23, Synergy_HSA=-0.0441.